Dataset: Catalyst prediction with 721,799 reactions and 888 catalyst types from USPTO. Task: Predict which catalyst facilitates the given reaction. Reactant: [CH3:1][O:2][C:3](=[O:7])[CH2:4][C:5]#[N:6].[C:8](OCC)(OCC)([O:10][CH2:11][CH3:12])[CH3:9]. Product: [CH3:1][O:2][C:3](=[O:7])[C:4]([C:5]#[N:6])=[C:8]([O:10][CH2:11][CH3:12])[CH3:9]. The catalyst class is: 152.